Predict which catalyst facilitates the given reaction. From a dataset of Catalyst prediction with 721,799 reactions and 888 catalyst types from USPTO. (1) Reactant: [CH2:1]([O:8][C:9]1[CH:14]=[CH:13][C:12]([C:15]2[CH:20]=[CH:19][C:18]([CH2:21][C:22]([OH:24])=O)=[CH:17][CH:16]=2)=[CH:11][C:10]=1[N:25]1[CH2:29][C:28](=[O:30])[NH:27][S:26]1(=[O:32])=[O:31])[C:2]1[CH:7]=[CH:6][CH:5]=[CH:4][CH:3]=1.CCN=C=NCCCN(C)C.C1C=CC2N(O)N=NC=2C=1.[CH2:54]([CH2:56][NH2:57])[OH:55]. Product: [CH2:1]([O:8][C:9]1[CH:14]=[CH:13][C:12]([C:15]2[CH:16]=[CH:17][C:18]([CH2:21][C:22]([NH:57][CH2:56][CH2:54][OH:55])=[O:24])=[CH:19][CH:20]=2)=[CH:11][C:10]=1[N:25]1[CH2:29][C:28](=[O:30])[NH:27][S:26]1(=[O:31])=[O:32])[C:2]1[CH:3]=[CH:4][CH:5]=[CH:6][CH:7]=1. The catalyst class is: 249. (2) Reactant: Br[C:2]1[CH:3]=[N:4][N:5]([C:18]2[CH:23]=[CH:22][C:21]([F:24])=[CH:20][CH:19]=2)[C:6]=1[C:7]1[CH:17]=[CH:16][C:10]2[O:11][CH2:12][C:13](=[O:15])[NH:14][C:9]=2[CH:8]=1.[CH2:25]([Li])CCC.IC.O. Product: [F:24][C:21]1[CH:22]=[CH:23][C:18]([N:5]2[C:6]([C:7]3[CH:17]=[CH:16][C:10]4[O:11][CH2:12][C:13](=[O:15])[NH:14][C:9]=4[CH:8]=3)=[C:2]([CH3:25])[CH:3]=[N:4]2)=[CH:19][CH:20]=1. The catalyst class is: 1.